Dataset: Catalyst prediction with 721,799 reactions and 888 catalyst types from USPTO. Task: Predict which catalyst facilitates the given reaction. (1) Reactant: [C:1]1([CH2:11][NH:12][S:13]([C:16]2[CH:17]=[C:18]([CH:22]=[CH:23][C:24]([OH:26])=O)[CH:19]=[CH:20][CH:21]=2)(=[O:15])=[O:14])[C:10]2[C:5](=[CH:6][CH:7]=[CH:8][CH:9]=2)[CH:4]=[CH:3][CH:2]=1.[Cl:27]CCl. Product: [C:1]1([CH2:11][NH:12][S:13]([C:16]2[CH:17]=[C:18]([CH:22]=[CH:23][C:24]([Cl:27])=[O:26])[CH:19]=[CH:20][CH:21]=2)(=[O:15])=[O:14])[C:10]2[C:5](=[CH:6][CH:7]=[CH:8][CH:9]=2)[CH:4]=[CH:3][CH:2]=1. The catalyst class is: 9. (2) Reactant: Cl[C:2]1[CH:12]=[C:11]([NH:13][CH:14]2[CH2:17]C[CH2:15]2)[C:5]([C:6]([O:8][CH2:9][CH3:10])=[O:7])=[CH:4][N:3]=1.[NH2:18][C:19]1[CH:27]=[CH:26][C:22]2[N:23]=[CH:24][S:25][C:21]=2[CH:20]=1.CC1(C)C2C(=C(P(C3C=CC=CC=3)C3C=CC=CC=3)C=CC=2)OC2C(P(C3C=CC=CC=3)C3C=CC=CC=3)=CC=CC1=2.C([O-])([O-])=O.[Na+].[Na+]. Product: [S:25]1[C:21]2[CH:20]=[C:19]([NH:18][C:2]3[CH:12]=[C:11]([NH:13][CH:14]([CH3:15])[CH3:17])[C:5]([C:6]([O:8][CH2:9][CH3:10])=[O:7])=[CH:4][N:3]=3)[CH:27]=[CH:26][C:22]=2[N:23]=[CH:24]1. The catalyst class is: 488. (3) Reactant: [CH3:1][O:2][C:3]([C:5]1[CH:6]=[C:7]2[C:11](=[CH:12][CH:13]=1)[CH2:10][CH2:9][C@H:8]2[NH2:14])=[O:4].[F:15][C:16]([F:27])([F:26])[C:17](O[C:17](=[O:18])[C:16]([F:27])([F:26])[F:15])=[O:18]. Product: [F:15][C:16]([F:27])([F:26])[C:17]([NH:14][C@H:8]1[C:7]2[C:11](=[CH:12][CH:13]=[C:5]([C:3]([O:2][CH3:1])=[O:4])[CH:6]=2)[CH2:10][CH2:9]1)=[O:18]. The catalyst class is: 2.